From a dataset of Catalyst prediction with 721,799 reactions and 888 catalyst types from USPTO. Predict which catalyst facilitates the given reaction. (1) Reactant: C([Si](C)(C)[O:6][C:7]1[CH:12]=[CH:11][C:10]([C@H:13]2[N:16]([C:17]3[CH:22]=[CH:21][C:20]([F:23])=[CH:19][CH:18]=3)[C:15](=[O:24])[C@@H:14]2[CH2:25][CH2:26][C@@H:27]([C:29]2[CH:34]=[CH:33][C:32]([F:35])=[CH:31][CH:30]=2)[OH:28])=[CH:9][CH:8]=1)(C)(C)C.S(=O)(=O)(O)O.O. Product: [F:23][C:20]1[CH:19]=[CH:18][C:17]([N:16]2[C@H:13]([C:10]3[CH:9]=[CH:8][C:7]([OH:6])=[CH:12][CH:11]=3)[C@@H:14]([CH2:25][CH2:26][C@@H:27]([C:29]3[CH:30]=[CH:31][C:32]([F:35])=[CH:33][CH:34]=3)[OH:28])[C:15]2=[O:24])=[CH:22][CH:21]=1. The catalyst class is: 41. (2) Reactant: [OH-].[Li+].C([O:5][C:6](=[O:41])[C:7]1[CH:12]=[CH:11][CH:10]=[CH:9][C:8]=1[C:13]1[CH:14]=[C:15]2[C:20](=[C:21]([O:23][CH2:24][O:25][CH2:26][CH2:27][Si:28]([CH3:31])([CH3:30])[CH3:29])[CH:22]=1)[N:19]=[CH:18][N:17]([CH2:32][O:33][CH2:34][CH2:35][Si:36]([CH3:39])([CH3:38])[CH3:37])[C:16]2=[O:40])C. Product: [O:40]=[C:16]1[C:15]2[C:20](=[C:21]([O:23][CH2:24][O:25][CH2:26][CH2:27][Si:28]([CH3:29])([CH3:30])[CH3:31])[CH:22]=[C:13]([C:8]3[CH:9]=[CH:10][CH:11]=[CH:12][C:7]=3[C:6]([OH:41])=[O:5])[CH:14]=2)[N:19]=[CH:18][N:17]1[CH2:32][O:33][CH2:34][CH2:35][Si:36]([CH3:39])([CH3:38])[CH3:37]. The catalyst class is: 8. (3) Reactant: [C:1]1([C:17]2[CH:22]=[CH:21][CH:20]=[CH:19][CH:18]=2)[CH:6]=[CH:5][C:4]([C:7]2(Br)[C:12](=[O:13])[NH:11][C:10](=[O:14])[NH:9][C:8]2=[O:15])=[CH:3][CH:2]=1.[NH2:23][C:24]1[CH:29]=[CH:28][C:27]([N:30]2[CH2:35][CH2:34][NH:33][CH2:32][CH2:31]2)=[CH:26][CH:25]=1.C(=O)([O-])[O-].[K+].[K+]. Product: [NH2:23][C:24]1[CH:25]=[CH:26][C:27]([N:30]2[CH2:35][CH2:34][N:33]([C:7]3([C:4]4[CH:5]=[CH:6][C:1]([C:17]5[CH:22]=[CH:21][CH:20]=[CH:19][CH:18]=5)=[CH:2][CH:3]=4)[C:12](=[O:13])[NH:11][C:10](=[O:14])[NH:9][C:8]3=[O:15])[CH2:32][CH2:31]2)=[CH:28][CH:29]=1. The catalyst class is: 5. (4) Reactant: [NH2:1][C:2]1[CH:11]=[CH:10][CH:9]=[C:8]2[C:3]=1[CH2:4][CH2:5][NH:6][CH2:7]2.[OH-].[Na+].[CH3:14][C:15]([O:18][C:19](O[C:19]([O:18][C:15]([CH3:17])([CH3:16])[CH3:14])=[O:20])=[O:20])([CH3:17])[CH3:16]. Product: [C:15]([O:18][C:19]([N:6]1[CH2:5][CH2:4][C:3]2[C:8](=[CH:9][CH:10]=[CH:11][C:2]=2[NH2:1])[CH2:7]1)=[O:20])([CH3:17])([CH3:16])[CH3:14]. The catalyst class is: 12. (5) Reactant: [C:1]([C:5]1[C:9]([CH2:10][CH2:11][CH2:12][OH:13])=[CH:8][N:7]([C:14]2[CH:19]=[CH:18][C:17]([C:20]([F:23])([F:22])[F:21])=[CH:16][N:15]=2)[N:6]=1)([CH3:4])([CH3:3])[CH3:2].[CH2:24]([C:26]1[C:27](O)=[C:28]([CH2:32][C:33]([O:35]C)=[O:34])[CH:29]=[CH:30][CH:31]=1)[CH3:25].C(P(CCCC)CCCC)CCC.N(C(N1CCCCC1)=O)=NC(N1CCCCC1)=O. Product: [C:1]([C:5]1[C:9]([CH2:10][CH2:11][CH2:12][O:13][C:27]2[C:26]([CH2:24][CH3:25])=[CH:31][CH:30]=[CH:29][C:28]=2[CH2:32][C:33]([OH:35])=[O:34])=[CH:8][N:7]([C:14]2[CH:19]=[CH:18][C:17]([C:20]([F:21])([F:22])[F:23])=[CH:16][N:15]=2)[N:6]=1)([CH3:4])([CH3:2])[CH3:3]. The catalyst class is: 7. (6) Reactant: Br[CH2:2][CH:3]1[CH2:5][CH2:4]1.C(=O)([O-])[O-].[K+].[K+].[CH2:12]([O:19][C:20]1[CH:25]=[CH:24][NH:23][C:22](=[O:26])[CH:21]=1)[C:13]1[CH:18]=[CH:17][CH:16]=[CH:15][CH:14]=1. Product: [CH2:12]([O:19][C:20]1[CH:25]=[CH:24][N:23]([CH2:2][CH:3]2[CH2:5][CH2:4]2)[C:22](=[O:26])[CH:21]=1)[C:13]1[CH:14]=[CH:15][CH:16]=[CH:17][CH:18]=1. The catalyst class is: 10. (7) Reactant: [C:1]([OH:5])([CH3:4])([CH3:3])[CH3:2].[C:6](Cl)(Cl)=[O:7].[NH2:10][C:11]1[CH:16]=[CH:15][CH:14]=[C:13]([CH3:17])[N:12]=1.C(N(CC)C(C)C)(C)C.[OH-].[Na+]. Product: [C:1]([O:5][C:6](=[O:7])[NH:10][C:11]1[CH:16]=[CH:15][CH:14]=[C:13]([CH3:17])[N:12]=1)([CH3:4])([CH3:3])[CH3:2]. The catalyst class is: 69.